This data is from Reaction yield outcomes from USPTO patents with 853,638 reactions. The task is: Predict the reaction yield, written as a fraction of the theoretical maximum amount of product (1.0 means a 100% yield; for example, 0.34 means a 34% yield). (1) The reactants are [Cl:1][C:2]1[CH:7]=[C:6]([F:8])[CH:5]=[CH:4][C:3]=1[C@@H:9]1[C:14]([C:15]([O:17][C@H:18]([CH3:25])[C:19]([O:21][CH:22]([CH3:24])[CH3:23])=[O:20])=[O:16])=[C:13]([CH2:26]Br)[NH:12][C:11]([C:28]2[S:29][CH:30]=[CH:31][N:32]=2)=[N:10]1.[NH:33]1[CH2:38][CH2:37][O:36][CH2:35][C@H:34]1[C:39]([OH:41])=[O:40].C(=O)([O-])[O-].[K+].[K+]. The catalyst is C(O)C. The product is [Cl:1][C:2]1[CH:7]=[C:6]([F:8])[CH:5]=[CH:4][C:3]=1[C@@H:9]1[N:10]=[C:11]([C:28]2[S:29][CH:30]=[CH:31][N:32]=2)[NH:12][C:13]([CH2:26][N:33]2[CH2:38][CH2:37][O:36][CH2:35][C@H:34]2[C:39]([OH:41])=[O:40])=[C:14]1[C:15]([O:17][C@@H:18]([CH3:25])[C:19]([O:21][CH:22]([CH3:24])[CH3:23])=[O:20])=[O:16]. The yield is 0.790. (2) The reactants are [CH3:1][O:2][C:3]1[CH:8]=[CH:7][C:6]([C:9]2[CH:14]=[CH:13][C:12]([CH2:15][C:16](O)=[O:17])=[C:11]([N+:19]([O-])=O)[CH:10]=2)=[CH:5][CH:4]=1. The catalyst is C(O)(=O)C.[Fe]. The product is [CH3:1][O:2][C:3]1[CH:8]=[CH:7][C:6]([C:9]2[CH:10]=[C:11]3[C:12]([CH2:15][C:16](=[O:17])[NH:19]3)=[CH:13][CH:14]=2)=[CH:5][CH:4]=1. The yield is 0.540. (3) The reactants are [C:1]([C:4]1[C:9]([C:10](O)=[O:11])=[C:8]([NH:13][C:14]2[CH:19]=[CH:18][CH:17]=[CH:16][C:15]=2[Cl:20])[C:7]([F:21])=[C:6]([F:22])[CH:5]=1)(=O)[CH3:2].O.[NH2:24][NH2:25].Cl. The catalyst is C1COCC1.CCOC(C)=O. The product is [Cl:20][C:15]1[CH:16]=[CH:17][CH:18]=[CH:19][C:14]=1[NH:13][C:8]1[C:7]([F:21])=[C:6]([F:22])[CH:5]=[C:4]2[C:9]=1[C:10](=[O:11])[NH:25][N:24]=[C:1]2[CH3:2]. The yield is 0.860. (4) The reactants are [CH3:1][O:2][C:3]1[CH:11]=[CH:10][C:6]([C:7](Cl)=[O:8])=[CH:5][C:4]=1[C:12]([F:15])([F:14])[F:13].[OH-].[Na+].Cl.[NH:19]1[CH2:24][CH2:23][C:22](O)([OH:25])[CH2:21][CH2:20]1. The catalyst is C1(C)C=CC=CC=1. The product is [CH3:1][O:2][C:3]1[CH:11]=[CH:10][C:6]([C:7]([N:19]2[CH2:24][CH2:23][C:22](=[O:25])[CH2:21][CH2:20]2)=[O:8])=[CH:5][C:4]=1[C:12]([F:15])([F:14])[F:13]. The yield is 0.910. (5) The reactants are [H-].[Na+].[NH:3]1[C:11]2[C:6](=[CH:7][CH:8]=[C:9]([C:12]([O:14][CH2:15][CH3:16])=[O:13])[CH:10]=2)[CH:5]=[C:4]1[C:17]([O:19][CH2:20][CH3:21])=[O:18].[CH3:22][CH:23]1OS(=O)(=O)[N:26]([C:31]([O:33][C:34]([CH3:37])([CH3:36])[CH3:35])=[O:32])[CH2:25][CH2:24]1.[NH4+].[Cl-]. The catalyst is CN(C=O)C. The product is [C:34]([O:33][C:31]([NH:26][CH2:25][CH2:24][CH:23]([N:3]1[C:11]2[C:6](=[CH:7][CH:8]=[C:9]([C:12]([O:14][CH2:15][CH3:16])=[O:13])[CH:10]=2)[CH:5]=[C:4]1[C:17]([O:19][CH2:20][CH3:21])=[O:18])[CH3:22])=[O:32])([CH3:37])([CH3:36])[CH3:35]. The yield is 0.500. (6) The reactants are [O:1]1[C:9]2[CH:8]=[CH:7][N:6]=[CH:5][C:4]=2[N:3]=[C:2]1[C:10]1[CH:19]=[CH:18][C:13]([C:14]([O:16]C)=[O:15])=[CH:12][CH:11]=1.[Li+:20].[OH-]. The catalyst is CO.C1COCC1. The product is [O:1]1[C:9]2[CH:8]=[CH:7][N:6]=[CH:5][C:4]=2[N:3]=[C:2]1[C:10]1[CH:11]=[CH:12][C:13]([C:14]([O-:16])=[O:15])=[CH:18][CH:19]=1.[Li+:20]. The yield is 0.800.